This data is from NCI-60 drug combinations with 297,098 pairs across 59 cell lines. The task is: Regression. Given two drug SMILES strings and cell line genomic features, predict the synergy score measuring deviation from expected non-interaction effect. (1) Drug 1: CCC1=C2CN3C(=CC4=C(C3=O)COC(=O)C4(CC)O)C2=NC5=C1C=C(C=C5)O. Drug 2: CN(CCCl)CCCl.Cl. Cell line: ACHN. Synergy scores: CSS=66.1, Synergy_ZIP=0.603, Synergy_Bliss=1.35, Synergy_Loewe=-8.07, Synergy_HSA=2.11. (2) Cell line: MOLT-4. Drug 2: C1C(C(OC1N2C=NC3=C2NC=NCC3O)CO)O. Synergy scores: CSS=23.1, Synergy_ZIP=7.62, Synergy_Bliss=0.437, Synergy_Loewe=-0.0997, Synergy_HSA=2.98. Drug 1: C1=C(C(=O)NC(=O)N1)F. (3) Drug 1: C1CCC(C1)C(CC#N)N2C=C(C=N2)C3=C4C=CNC4=NC=N3. Drug 2: CC1=C2C(C(=O)C3(C(CC4C(C3C(C(C2(C)C)(CC1OC(=O)C(C(C5=CC=CC=C5)NC(=O)OC(C)(C)C)O)O)OC(=O)C6=CC=CC=C6)(CO4)OC(=O)C)OC)C)OC. Cell line: DU-145. Synergy scores: CSS=57.3, Synergy_ZIP=5.93, Synergy_Bliss=4.87, Synergy_Loewe=-15.2, Synergy_HSA=6.19. (4) Drug 1: CCC(=C(C1=CC=CC=C1)C2=CC=C(C=C2)OCCN(C)C)C3=CC=CC=C3.C(C(=O)O)C(CC(=O)O)(C(=O)O)O. Drug 2: CC1C(C(CC(O1)OC2CC(CC3=C2C(=C4C(=C3O)C(=O)C5=C(C4=O)C(=CC=C5)OC)O)(C(=O)CO)O)N)O.Cl. Cell line: NCI-H226. Synergy scores: CSS=30.8, Synergy_ZIP=0.818, Synergy_Bliss=3.80, Synergy_Loewe=-11.0, Synergy_HSA=3.91.